This data is from Merck oncology drug combination screen with 23,052 pairs across 39 cell lines. The task is: Regression. Given two drug SMILES strings and cell line genomic features, predict the synergy score measuring deviation from expected non-interaction effect. (1) Drug 1: COc1cc(C2c3cc4c(cc3C(OC3OC5COC(C)OC5C(O)C3O)C3COC(=O)C23)OCO4)cc(OC)c1O. Drug 2: NC(=O)c1cccc2cn(-c3ccc(C4CCCNC4)cc3)nc12. Cell line: OCUBM. Synergy scores: synergy=6.68. (2) Drug 1: C=CCn1c(=O)c2cnc(Nc3ccc(N4CCN(C)CC4)cc3)nc2n1-c1cccc(C(C)(C)O)n1. Drug 2: O=C(NOCC(O)CO)c1ccc(F)c(F)c1Nc1ccc(I)cc1F. Cell line: OVCAR3. Synergy scores: synergy=23.3. (3) Drug 1: O=c1[nH]cc(F)c(=O)[nH]1. Drug 2: O=C(NOCC(O)CO)c1ccc(F)c(F)c1Nc1ccc(I)cc1F. Cell line: VCAP. Synergy scores: synergy=11.4. (4) Drug 1: COC12C(COC(N)=O)C3=C(C(=O)C(C)=C(N)C3=O)N1CC1NC12. Drug 2: Cn1nnc2c(C(N)=O)ncn2c1=O. Cell line: NCIH2122. Synergy scores: synergy=-7.90. (5) Drug 1: O=S1(=O)NC2(CN1CC(F)(F)F)C1CCC2Cc2cc(C=CCN3CCC(C(F)(F)F)CC3)ccc2C1. Drug 2: Cn1cc(-c2cnn3c(N)c(Br)c(C4CCCNC4)nc23)cn1. Cell line: UWB1289. Synergy scores: synergy=-3.87. (6) Drug 1: Cn1nnc2c(C(N)=O)ncn2c1=O. Drug 2: CNC(=O)c1cc(Oc2ccc(NC(=O)Nc3ccc(Cl)c(C(F)(F)F)c3)cc2)ccn1. Cell line: MDAMB436. Synergy scores: synergy=6.76.